Dataset: NCI-60 drug combinations with 297,098 pairs across 59 cell lines. Task: Regression. Given two drug SMILES strings and cell line genomic features, predict the synergy score measuring deviation from expected non-interaction effect. (1) Drug 1: CC1=C2C(C(=O)C3(C(CC4C(C3C(C(C2(C)C)(CC1OC(=O)C(C(C5=CC=CC=C5)NC(=O)OC(C)(C)C)O)O)OC(=O)C6=CC=CC=C6)(CO4)OC(=O)C)OC)C)OC. Drug 2: C1C(C(OC1N2C=NC3=C2NC=NCC3O)CO)O. Cell line: CCRF-CEM. Synergy scores: CSS=62.0, Synergy_ZIP=12.1, Synergy_Bliss=11.4, Synergy_Loewe=-10.8, Synergy_HSA=12.2. (2) Drug 1: CC1C(C(CC(O1)OC2CC(CC3=C2C(=C4C(=C3O)C(=O)C5=C(C4=O)C(=CC=C5)OC)O)(C(=O)C)O)N)O.Cl. Drug 2: CCCCC(=O)OCC(=O)C1(CC(C2=C(C1)C(=C3C(=C2O)C(=O)C4=C(C3=O)C=CC=C4OC)O)OC5CC(C(C(O5)C)O)NC(=O)C(F)(F)F)O. Cell line: OVCAR-8. Synergy scores: CSS=36.9, Synergy_ZIP=-0.162, Synergy_Bliss=3.59, Synergy_Loewe=-1.55, Synergy_HSA=2.80. (3) Drug 1: C1C(C(OC1N2C=C(C(=O)NC2=O)F)CO)O. Drug 2: C1=NC(=NC(=O)N1C2C(C(C(O2)CO)O)O)N. Cell line: SNB-75. Synergy scores: CSS=17.5, Synergy_ZIP=-7.38, Synergy_Bliss=-1.50, Synergy_Loewe=-4.58, Synergy_HSA=0.540. (4) Drug 1: CC1OCC2C(O1)C(C(C(O2)OC3C4COC(=O)C4C(C5=CC6=C(C=C35)OCO6)C7=CC(=C(C(=C7)OC)O)OC)O)O. Drug 2: CC12CCC3C(C1CCC2O)C(CC4=C3C=CC(=C4)O)CCCCCCCCCS(=O)CCCC(C(F)(F)F)(F)F. Cell line: HCT-15. Synergy scores: CSS=48.2, Synergy_ZIP=-2.86, Synergy_Bliss=-2.04, Synergy_Loewe=-3.22, Synergy_HSA=-0.642. (5) Drug 1: COC1=CC(=CC(=C1O)OC)C2C3C(COC3=O)C(C4=CC5=C(C=C24)OCO5)OC6C(C(C7C(O6)COC(O7)C8=CC=CS8)O)O. Drug 2: CCC1(CC2CC(C3=C(CCN(C2)C1)C4=CC=CC=C4N3)(C5=C(C=C6C(=C5)C78CCN9C7C(C=CC9)(C(C(C8N6C)(C(=O)OC)O)OC(=O)C)CC)OC)C(=O)OC)O.OS(=O)(=O)O. Cell line: 786-0. Synergy scores: CSS=24.2, Synergy_ZIP=-0.600, Synergy_Bliss=-0.916, Synergy_Loewe=-6.32, Synergy_HSA=1.37. (6) Drug 1: CC12CCC3C(C1CCC2O)C(CC4=C3C=CC(=C4)O)CCCCCCCCCS(=O)CCCC(C(F)(F)F)(F)F. Drug 2: COC1=NC(=NC2=C1N=CN2C3C(C(C(O3)CO)O)O)N. Cell line: SN12C. Synergy scores: CSS=6.96, Synergy_ZIP=-2.79, Synergy_Bliss=-1.12, Synergy_Loewe=-0.517, Synergy_HSA=-0.226. (7) Synergy scores: CSS=1.29, Synergy_ZIP=6.97, Synergy_Bliss=8.33, Synergy_Loewe=0.850, Synergy_HSA=1.56. Drug 2: C(=O)(N)NO. Drug 1: CN1CCC(CC1)COC2=C(C=C3C(=C2)N=CN=C3NC4=C(C=C(C=C4)Br)F)OC. Cell line: HS 578T.